This data is from Clinical trial toxicity outcomes and FDA approval status for drugs. The task is: Regression/Classification. Given a drug SMILES string, predict its toxicity properties. Task type varies by dataset: regression for continuous values (e.g., LD50, hERG inhibition percentage) or binary classification for toxic/non-toxic outcomes (e.g., AMES mutagenicity, cardiotoxicity, hepatotoxicity). Dataset: clintox. (1) The molecule is COc1ccc2nc(S(=O)Cc3ncc(C)c(OC)c3C)[nH]c2c1. The result is 0 (passed clinical trial). (2) The compound is OC[C@@H](O)[C@@H](O)[C@H](O)[C@H](O)CO. The result is 0 (passed clinical trial). (3) The molecule is O=C([O-])c1ccc(NC(=O)C(Cc2ccc(O)cc2)NC(=O)c2ccccc2)cc1. The result is 0 (passed clinical trial). (4) The result is 0 (passed clinical trial). The molecule is O=C([O-])c1cc(=O)c2c(OCC(O)COc3cccc4oc(C(=O)[O-])cc(=O)c34)cccc2o1.